Dataset: Full USPTO retrosynthesis dataset with 1.9M reactions from patents (1976-2016). Task: Predict the reactants needed to synthesize the given product. (1) Given the product [CH:26]1([NH:32][C:3]([C:4]2[CH:10]=[C:11]([C:13]3[CH:18]=[C:17]([Cl:19])[CH:16]=[CH:15][C:14]=3[F:20])[N:25]([CH2:24][CH:21]3[CH2:23][CH2:22]3)[C:5]=2[CH3:6])=[O:2])[CH2:31][CH2:30][CH2:29][CH2:28][CH2:27]1, predict the reactants needed to synthesize it. The reactants are: C[O:2][C:3](=O)[CH2:4][C:5](=O)[CH3:6].Br[CH2:10][C:11]([C:13]1[CH:18]=[C:17]([Cl:19])[CH:16]=[CH:15][C:14]=1[F:20])=O.[CH:21]1([CH2:24][NH2:25])[CH2:23][CH2:22]1.[CH:26]1([NH2:32])[CH2:31][CH2:30][CH2:29][CH2:28][CH2:27]1. (2) Given the product [NH2:5][C:6]1[C:15]2[N:16]=[C:17]([CH2:29][NH:30][C:3]([NH:2][CH3:1])=[O:4])[N:18]([CH2:19][CH2:20][NH:21][C:22](=[O:28])[O:23][C:24]([CH3:27])([CH3:25])[CH3:26])[C:14]=2[C:13]2[CH:12]=[CH:11][C:10]([O:31][CH2:32][C:33]3[CH:38]=[CH:37][CH:36]=[CH:35][CH:34]=3)=[CH:9][C:8]=2[N:7]=1, predict the reactants needed to synthesize it. The reactants are: [CH3:1][N:2]=[C:3]=[O:4].[NH2:5][C:6]1[C:15]2[N:16]=[C:17]([CH2:29][NH2:30])[N:18]([CH2:19][CH2:20][NH:21][C:22](=[O:28])[O:23][C:24]([CH3:27])([CH3:26])[CH3:25])[C:14]=2[C:13]2[CH:12]=[CH:11][C:10]([O:31][CH2:32][C:33]3[CH:38]=[CH:37][CH:36]=[CH:35][CH:34]=3)=[CH:9][C:8]=2[N:7]=1. (3) Given the product [CH:19]([O:22][C:23]1[CH:29]=[CH:28][C:26]([NH:27][C:13](=[O:15])[C:12]2[CH:16]=[CH:17][CH:18]=[C:10]([S:7]([N:1]3[CH2:2][CH2:3][CH2:4][CH2:5][CH2:6]3)(=[O:8])=[O:9])[CH:11]=2)=[CH:25][CH:24]=1)([CH3:21])[CH3:20], predict the reactants needed to synthesize it. The reactants are: [N:1]1([S:7]([C:10]2[CH:11]=[C:12]([CH:16]=[CH:17][CH:18]=2)[C:13]([OH:15])=O)(=[O:9])=[O:8])[CH2:6][CH2:5][CH2:4][CH2:3][CH2:2]1.[CH:19]([O:22][C:23]1[CH:29]=[CH:28][C:26]([NH2:27])=[CH:25][CH:24]=1)([CH3:21])[CH3:20]. (4) Given the product [CH2:19]([O:18][C:16]([O:12][C:3]1[CH:4]=[CH:5][C:6](/[CH:7]=[CH:8]/[C:9]([OH:11])=[O:10])=[CH:1][CH:2]=1)=[O:17])[CH3:20], predict the reactants needed to synthesize it. The reactants are: [CH:1]1[C:6](/[CH:7]=[CH:8]/[C:9]([OH:11])=[O:10])=[CH:5][CH:4]=[C:3]([OH:12])[CH:2]=1.[OH-].[K+].Cl[C:16]([O:18][CH2:19][CH3:20])=[O:17].Cl. (5) Given the product [C:1]([C:5]1[O:9][N:8]=[C:7]([NH:10][C:11]([NH:13][C:14]2[CH:19]=[CH:18][CH:17]=[C:16]([O:20][C:22]3[C:31]4[C:26](=[CH:27][C:28]([F:33])=[C:29]([F:32])[CH:30]=4)[N:25]=[CH:24][N:23]=3)[CH:15]=2)=[O:12])[CH:6]=1)([CH3:4])([CH3:2])[CH3:3], predict the reactants needed to synthesize it. The reactants are: [C:1]([C:5]1[O:9][N:8]=[C:7]([NH:10][C:11]([NH:13][C:14]2[CH:19]=[CH:18][CH:17]=[C:16]([OH:20])[CH:15]=2)=[O:12])[CH:6]=1)([CH3:4])([CH3:3])[CH3:2].Cl[C:22]1[C:31]2[C:26](=[CH:27][C:28]([F:33])=[C:29]([F:32])[CH:30]=2)[N:25]=[CH:24][N:23]=1.